Predict the product of the given reaction. From a dataset of Forward reaction prediction with 1.9M reactions from USPTO patents (1976-2016). Given the reactants [CH2:1]([O:8][C:9]1[C:17]2[C:16](=[O:18])[N:15]([CH2:19][C:20]3[CH:25]=[CH:24][C:23]([F:26])=[C:22]([Cl:27])[CH:21]=3)[N:14]=[C:13]([C:28](=O)[CH2:29][NH:30][NH:31][C:32]([NH2:34])=[O:33])[C:12]=2[N:11]2[CH2:36][CH2:37][N:38]([CH3:41])[C:39](=[O:40])[C:10]=12)[C:2]1[CH:7]=[CH:6][CH:5]=[CH:4][CH:3]=1.C(O)(=O)C, predict the reaction product. The product is: [Cl:27][C:22]1[CH:21]=[C:20]([CH:25]=[CH:24][C:23]=1[F:26])[CH2:19][N:15]1[C:16](=[O:18])[C:17]2[C:9]([O:8][CH2:1][C:2]3[CH:7]=[CH:6][CH:5]=[CH:4][CH:3]=3)=[C:10]3[C:39](=[O:40])[N:38]([CH3:41])[CH2:37][CH2:36][N:11]3[C:12]=2[C:13]([C:28]2[CH2:29][NH:30][NH:31][C:32](=[O:33])[N:34]=2)=[N:14]1.